From a dataset of Full USPTO retrosynthesis dataset with 1.9M reactions from patents (1976-2016). Predict the reactants needed to synthesize the given product. Given the product [NH2:14][C:11]1[CH:10]=[CH:9][C:8]([CH2:7][C:6]([NH:5][CH2:4][CH2:3][N:2]([CH3:1])[CH3:26])=[O:25])=[CH:13][CH:12]=1, predict the reactants needed to synthesize it. The reactants are: [CH3:1][N:2]([CH3:26])[CH2:3][CH2:4][NH:5][C:6](=[O:25])[CH2:7][C:8]1[CH:13]=[CH:12][C:11]([NH:14]C(=O)OCC2C=CC=CC=2)=[CH:10][CH:9]=1.